Predict the product of the given reaction. From a dataset of Forward reaction prediction with 1.9M reactions from USPTO patents (1976-2016). (1) The product is: [NH2:1][CH:2]([C@H:17]1[CH2:22][CH2:21][C@H:20]([NH:23][CH2:30][C:31]2[CH:32]=[CH:33][C:34]3[O:35][CH2:36][C:37](=[O:41])[NH:38][C:39]=3[N:40]=2)[CH2:19][CH2:18]1)[CH2:3][N:4]1[C:13]2[C:8](=[N:9][CH:10]=[C:11]([O:14][CH3:15])[CH:12]=2)[CH:7]=[CH:6][C:5]1=[O:16]. Given the reactants [NH2:1][CH:2]([C@H:17]1[CH2:22][CH2:21][C@H:20]([N:23]([CH2:30][C:31]2[CH:32]=[CH:33][C:34]3[O:35][CH2:36][C:37](=[O:41])[NH:38][C:39]=3[N:40]=2)C(=O)C(F)(F)F)[CH2:19][CH2:18]1)[CH2:3][N:4]1[C:13]2[C:8](=[N:9][CH:10]=[C:11]([O:14][CH3:15])[CH:12]=2)[CH:7]=[CH:6][C:5]1=[O:16], predict the reaction product. (2) Given the reactants [CH2:1]([O:3][C:4]([C:6]1[NH:14][C:13]2[CH:12]=[CH:11][N:10]=[CH:9][C:8]=2[C:7]=1[NH2:15])=[O:5])[CH3:2].Br[C:17]1[CH:22]=[CH:21][C:20]([S:23][CH3:24])=[CH:19][C:18]=1[F:25].CC1(C)C2C(=C(P(C3C=CC=CC=3)C3C=CC=CC=3)C=CC=2)OC2C(P(C3C=CC=CC=3)C3C=CC=CC=3)=CC=CC1=2.C(=O)([O-])[O-].[Cs+].[Cs+], predict the reaction product. The product is: [CH2:1]([O:3][C:4]([C:6]1[NH:14][C:13]2[CH:12]=[CH:11][N:10]=[CH:9][C:8]=2[C:7]=1[NH:15][C:17]1[CH:22]=[CH:21][C:20]([S:23][CH3:24])=[CH:19][C:18]=1[F:25])=[O:5])[CH3:2]. (3) Given the reactants [C:1]([OH:5])([CH3:4])([CH3:3])[CH3:2].[S:6]([Cl:12])([N:9]=[C:10]=[O:11])(=[O:8])=[O:7], predict the reaction product. The product is: [Cl:12][S:6]([NH:9][C:10](=[O:11])[O:5][C:1]([CH3:4])([CH3:3])[CH3:2])(=[O:8])=[O:7]. (4) Given the reactants [C:1]([O:5][C:6]([N:8]1[C@@H:12](/[CH:13]=[CH:14]/[C:15]2[CH:20]=[CH:19][C:18](I)=[CH:17][CH:16]=2)[CH2:11][O:10][C:9]1([CH3:23])[CH3:22])=[O:7])([CH3:4])([CH3:3])[CH3:2].[F:24][C:25]1[CH:30]=[CH:29][C:28]([N:31]2[CH2:35][CH2:34][NH:33][C:32]2=[O:36])=[CH:27][CH:26]=1.C(=O)([O-])[O-].[Cs+].[Cs+].N[C@@H]1CCCC[C@H]1N.C(=CC(C=CC1C=CC=CC=1)=O)C1C=CC=CC=1, predict the reaction product. The product is: [C:1]([O:5][C:6]([N:8]1[C@@H:12](/[CH:13]=[CH:14]/[C:15]2[CH:20]=[CH:19][C:18]([N:33]3[CH2:34][CH2:35][N:31]([C:28]4[CH:27]=[CH:26][C:25]([F:24])=[CH:30][CH:29]=4)[C:32]3=[O:36])=[CH:17][CH:16]=2)[CH2:11][O:10][C:9]1([CH3:23])[CH3:22])=[O:7])([CH3:4])([CH3:3])[CH3:2]. (5) Given the reactants [Cl:1][C:2]1[N:10]=[C:9]([C:11]([F:14])([F:13])[F:12])[CH:8]=[CH:7][C:3]=1[C:4](O)=[O:5].Cl.[CH3:16][NH:17][O:18][CH3:19].CN1CCOCC1.Cl.CN(C)CCCN=C=NCC, predict the reaction product. The product is: [Cl:1][C:2]1[N:10]=[C:9]([C:11]([F:14])([F:13])[F:12])[CH:8]=[CH:7][C:3]=1[C:4]([N:17]([O:18][CH3:19])[CH3:16])=[O:5]. (6) Given the reactants [CH3:1][O:2][C:3]([CH3:8])([CH3:7])[C:4]([NH2:6])=[O:5].C[Si]([N-][Si](C)(C)C)(C)C.[Li+].Cl[C:20]([O:22][C:23]([CH3:25])=[CH2:24])=[O:21], predict the reaction product. The product is: [CH3:1][O:2][C:3]([CH3:8])([CH3:7])[C:4]([NH:6][C:20](=[O:21])[O:22][C:23]([CH3:25])=[CH2:24])=[O:5]. (7) Given the reactants [C:1]([O:5][C:6](=[O:15])[NH:7][C@H:8]1[CH2:13][CH2:12][C@@H:11]([NH2:14])[CH2:10][CH2:9]1)([CH3:4])([CH3:3])[CH3:2].Br[CH2:17][CH2:18][CH2:19][CH2:20]Br.C(=O)([O-])O.[K+], predict the reaction product. The product is: [N:14]1([C@@H:11]2[CH2:10][CH2:9][C@H:8]([NH:7][C:6](=[O:15])[O:5][C:1]([CH3:4])([CH3:2])[CH3:3])[CH2:13][CH2:12]2)[CH2:20][CH2:19][CH2:18][CH2:17]1.